Dataset: Experimentally validated miRNA-target interactions with 360,000+ pairs, plus equal number of negative samples. Task: Binary Classification. Given a miRNA mature sequence and a target amino acid sequence, predict their likelihood of interaction. (1) The miRNA is hsa-miR-520a-3p with sequence AAAGUGCUUCCCUUUGGACUGU. The protein sequence of the target gene is MELGELLYNKSEYIETASGNKVSRQSVLCGSQNIVLNGKTIVMNDCIIRGDLANVRVGRHCVVKSRSVIRPPFKKFSKGVAFFPLHIGDHVFIEEDCVVNAAQIGSYVHVGKNCVIGRRCVLKDCCKILDNTVLPPETVVPPFTVFSGCPGLFSGELPECTQELMIDVTKSYYQKFLPLTQV. Result: 1 (interaction). (2) The miRNA is mmu-miR-1843a-3p with sequence UCUGAUCGUUCACCUCCAUACA. The protein sequence of the target gene is MGCDRNCGLIAGAVIGAVLAVFGGILMPVGDMLIEKTIKREVVLEEGTTAFKNWVKTGTTVYRQFWIFDVQNPDDVAKNSSKIKVKQRGPYTYRVRYLAKENITQDPEDHTVSFVQPNGAIFEPSLSVGTEDDNFTVLNLAVAAAPHIYQNSFVQVVLNSLIKKSKSSMFQTRSLKELLWGYKDPFLSLVPYPISTTVGVFYPYNDTVDGVYKVFNGKDNISKVAIIESYKGKRNLSYWPSYCDMINGTDAASFPPFVEKSRTLRFFSSDICRSIYAVFGSEIDLKGIPVYRFVLPANAF.... Result: 0 (no interaction).